Dataset: Full USPTO retrosynthesis dataset with 1.9M reactions from patents (1976-2016). Task: Predict the reactants needed to synthesize the given product. (1) The reactants are: [H-].[Na+].[CH2:3]([OH:7])[C:4]#[C:5][CH3:6].Cl[C:9]1[CH:14]=[C:13]([CH:15]([C:17]2[CH:22]=[CH:21][CH:20]=[CH:19][C:18]=2[F:23])[CH3:16])[N:12]=[CH:11][N:10]=1.[Cl-].[NH4+]. Given the product [CH2:3]([O:7][C:9]1[CH:14]=[C:13]([CH:15]([C:17]2[CH:22]=[CH:21][CH:20]=[CH:19][C:18]=2[F:23])[CH3:16])[N:12]=[CH:11][N:10]=1)[C:4]#[C:5][CH3:6], predict the reactants needed to synthesize it. (2) Given the product [NH2:10][C:6]1[C:7]([CH3:9])=[CH:8][C:3]([C:1]#[N:2])=[N:4][CH:5]=1, predict the reactants needed to synthesize it. The reactants are: [C:1]([C:3]1[CH:8]=[C:7]([CH3:9])[C:6]([N+:10]([O-])=O)=[CH:5][N:4]=1)#[N:2].[Cl-].[NH4+].C(OCC)(=O)C. (3) Given the product [OH:21][C:22]12[CH2:23][CH:24]3[CH2:30][CH:28]([CH2:27][C:26]([CH2:33][C:32]([O:35][CH:36]([CH3:47])[C:37]([F:46])([F:45])[C:38]([F:44])([F:43])[S:39]([O-:42])(=[O:41])=[O:40])=[O:34])([CH2:25]3)[CH2:31]1)[CH2:29]2.[C:2]1([S+:8]2[C:9]3[CH:20]=[CH:19][CH:18]=[CH:17][C:10]=3[C:11]3[CH:16]=[CH:15][CH:14]=[CH:13][C:12]2=3)[CH:7]=[CH:6][CH:5]=[CH:4][CH:3]=1, predict the reactants needed to synthesize it. The reactants are: [Br-].[C:2]1([S+:8]2[C:12]3[CH:13]=[CH:14][CH:15]=[CH:16][C:11]=3[C:10]3[CH:17]=[CH:18][CH:19]=[CH:20][C:9]2=3)[CH:7]=[CH:6][CH:5]=[CH:4][CH:3]=1.[OH:21][C:22]12[CH2:31][CH:26]3[CH2:27][CH:28]([CH2:30][CH:24]([CH2:25]3)[CH2:23]1)[CH2:29]2.[C:32]([O:35][CH:36]([CH3:47])[C:37]([F:46])([F:45])[C:38]([F:44])([F:43])[S:39]([O-:42])(=[O:41])=[O:40])(=[O:34])[CH3:33].[Na].O. (4) The reactants are: [I:1][C:2]1[CH:7]=[CH:6][C:5]([OH:8])=[CH:4][CH:3]=1.C(=O)([O-])[O-].[Cs+].[Cs+].[Cl:15][CH2:16][CH2:17][CH2:18][CH2:19]I. Given the product [Cl:15][CH2:16][CH2:17][CH2:18][CH2:19][O:8][C:5]1[CH:6]=[CH:7][C:2]([I:1])=[CH:3][CH:4]=1, predict the reactants needed to synthesize it. (5) Given the product [NH2:11][C:10]1[CH:9]=[CH:8][C:4]([C:5]([NH2:7])=[O:6])=[CH:3][C:2]=1[O:22][CH:20]([C:18]1[O:17][N:16]=[C:15]([CH3:14])[CH:19]=1)[CH3:21], predict the reactants needed to synthesize it. The reactants are: F[C:2]1[CH:3]=[C:4]([CH:8]=[CH:9][C:10]=1[N+:11]([O-])=O)[C:5]([NH2:7])=[O:6].[CH3:14][C:15]1[CH:19]=[C:18]([CH:20]([OH:22])[CH3:21])[O:17][N:16]=1. (6) Given the product [C:1]([O:5][C:6]([N:8]1[CH2:9][CH2:10][CH:11]([CH2:14][C:15]2[CH:20]=[CH:19][C:18]([O:21][CH3:22])=[C:17]([F:23])[CH:16]=2)[CH2:12][CH2:13]1)=[O:7])([CH3:3])([CH3:4])[CH3:2], predict the reactants needed to synthesize it. The reactants are: [C:1]([O:5][C:6]([N:8]1[CH2:13][CH2:12][C:11](=[CH:14][C:15]2[CH:20]=[CH:19][C:18]([O:21][CH3:22])=[C:17]([F:23])[CH:16]=2)[CH2:10][CH2:9]1)=[O:7])([CH3:4])([CH3:3])[CH3:2].[H][H]. (7) Given the product [CH3:33][C:28]1[N:27]([C:24]2[N:23]=[CH:22][C:21]([C@@H:19]([OH:20])[CH2:18][NH:17][C:12]([C@H:7]3[CH2:6][CH2:5][C:4]4[C:9](=[CH:10][CH:11]=[C:2]([I:1])[CH:3]=4)[O:8]3)=[O:14])=[CH:26][CH:25]=2)[C:31]([CH3:32])=[CH:30][CH:29]=1, predict the reactants needed to synthesize it. The reactants are: [I:1][C:2]1[CH:3]=[C:4]2[C:9](=[CH:10][CH:11]=1)[O:8][C@@H:7]([C:12]([OH:14])=O)[CH2:6][CH2:5]2.Cl.Cl.[NH2:17][CH2:18][C@@H:19]([C:21]1[CH:22]=[N:23][C:24]([N:27]2[C:31]([CH3:32])=[CH:30][CH:29]=[C:28]2[CH3:33])=[CH:25][CH:26]=1)[OH:20].Cl.CN(C)CCCN=C=NCC.O.ON1C2C=CC=CC=2N=N1.C(N(CC)CC)C. (8) Given the product [C:2]1([CH2:1][C:8]2[CH:14]=[CH:13][C:11]([S:19]([Cl:28])(=[O:21])=[O:20])=[CH:10][CH:9]=2)[CH:7]=[CH:6][CH:5]=[CH:4][CH:3]=1, predict the reactants needed to synthesize it. The reactants are: [CH2:1]([C:8]1[CH:14]=[CH:13][C:11](N)=[CH:10][CH:9]=1)[C:2]1[CH:7]=[CH:6][CH:5]=[CH:4][CH:3]=1.N([O-])=O.[Na+].[S:19](=[O:21])=[O:20].CCCCCC.[ClH:28].